Dataset: Forward reaction prediction with 1.9M reactions from USPTO patents (1976-2016). Task: Predict the product of the given reaction. (1) Given the reactants O[C:2]1[CH:7]=[CH:6][CH:5]=[CH:4][C:3]=1[C:8](=[O:23])[CH2:9][C:10]([C:12]1[CH:17]=[CH:16][C:15]([O:18][CH3:19])=[CH:14][C:13]=1[N+:20]([O-:22])=[O:21])=[O:11], predict the reaction product. The product is: [CH3:19][O:18][C:15]1[CH:16]=[CH:17][C:12]([C:10]2[O:11][C:4]3[C:3]([C:8](=[O:23])[CH:9]=2)=[CH:2][CH:7]=[CH:6][CH:5]=3)=[C:13]([N+:20]([O-:22])=[O:21])[CH:14]=1. (2) Given the reactants C[O:2][C:3](=[O:39])[CH2:4][N:5]1[C:11]2[CH:12]=[CH:13][CH:14]=[CH:15][C:10]=2[CH2:9][N:8]([C:16](=[O:37])[CH2:17][CH:18]([NH:29][C:30]([O:32][C:33]([CH3:36])([CH3:35])[CH3:34])=[O:31])[CH2:19][C:20]2[CH:25]=[C:24]([F:26])[C:23]([F:27])=[CH:22][C:21]=2[F:28])[CH2:7][C:6]1=[O:38].[OH-].[Li+].Cl, predict the reaction product. The product is: [C:33]([O:32][C:30]([NH:29][CH:18]([CH2:19][C:20]1[CH:25]=[C:24]([F:26])[C:23]([F:27])=[CH:22][C:21]=1[F:28])[CH2:17][C:16]([N:8]1[CH2:9][C:10]2[CH:15]=[CH:14][CH:13]=[CH:12][C:11]=2[N:5]([CH2:4][C:3]([OH:39])=[O:2])[C:6](=[O:38])[CH2:7]1)=[O:37])=[O:31])([CH3:36])([CH3:34])[CH3:35]. (3) Given the reactants [CH3:1][N:2]1[C:10]2[C:5](=[CH:6][C:7]([NH2:11])=[CH:8][CH:9]=2)[CH:4]=[N:3]1.[F:12][C:13]([F:30])([F:29])[C:14]1[CH:15]=[C:16]([N:20]2[CH2:25][CH2:24][CH:23]([C:26](O)=[O:27])[CH2:22][CH2:21]2)[CH:17]=[CH:18][CH:19]=1, predict the reaction product. The product is: [CH3:1][N:2]1[C:10]2[C:5](=[CH:6][C:7]([NH:11][C:26]([CH:23]3[CH2:22][CH2:21][N:20]([C:16]4[CH:17]=[CH:18][CH:19]=[C:14]([C:13]([F:30])([F:12])[F:29])[CH:15]=4)[CH2:25][CH2:24]3)=[O:27])=[CH:8][CH:9]=2)[CH:4]=[N:3]1. (4) Given the reactants [N:1]([C@H:4]1[CH2:8][N:7]([C:9]([O:11][C:12]([CH3:15])([CH3:14])[CH3:13])=[O:10])[C@H:6]([C:16]([O:18][CH3:19])=[O:17])[CH2:5]1)=[N+]=[N-].[ClH:20], predict the reaction product. The product is: [Cl-:20].[NH3+:1][C@H:4]1[CH2:8][N:7]([C:9]([O:11][C:12]([CH3:13])([CH3:14])[CH3:15])=[O:10])[C@H:6]([C:16]([O:18][CH3:19])=[O:17])[CH2:5]1. (5) Given the reactants Cl[C:2]1[N:7]=[C:6]([NH:8][C:9]2[N:14]=[CH:13][C:12]3[N:15]=[C:16]([CH3:21])[N:17]([CH:18]([CH3:20])[CH3:19])[C:11]=3[CH:10]=2)[CH:5]=[CH:4][N:3]=1.C(O[C:27](=O)[N:28](C)[C:29]1[S:30][C:31]([Sn](CCCC)(CCCC)CCCC)=[C:32]([CH3:34])[N:33]=1)(C)(C)C, predict the reaction product. The product is: [CH:18]([N:17]1[C:11]2[CH:10]=[C:9]([NH:8][C:6]3[CH:5]=[CH:4][N:3]=[C:2]([C:31]4[S:30][C:29]([NH:28][CH3:27])=[N:33][C:32]=4[CH3:34])[N:7]=3)[N:14]=[CH:13][C:12]=2[N:15]=[C:16]1[CH3:21])([CH3:20])[CH3:19]. (6) The product is: [Na+:37].[CH3:1][CH:2]([CH3:35])[CH2:3][C:4]1[CH:9]=[CH:8][C:7]([C:10]2[O:14][N:13]=[C:12]([C:15]3[CH:16]=[CH:17][C:18]([CH2:21][N:22]4[CH:26]=[CH:25][C:24]([C:27]([O-:29])=[O:28])=[N:23]4)=[CH:19][CH:20]=3)[N:11]=2)=[CH:6][C:5]=1[C:31]([F:33])([F:32])[F:34]. Given the reactants [CH3:1][CH:2]([CH3:35])[CH2:3][C:4]1[CH:9]=[CH:8][C:7]([C:10]2[O:14][N:13]=[C:12]([C:15]3[CH:20]=[CH:19][C:18]([CH2:21][N:22]4[CH:26]=[CH:25][C:24]([C:27]([O:29]C)=[O:28])=[N:23]4)=[CH:17][CH:16]=3)[N:11]=2)=[CH:6][C:5]=1[C:31]([F:34])([F:33])[F:32].[OH-].[Na+:37], predict the reaction product. (7) Given the reactants [C:1]([O:5][C:6]([N:8]1[CH:13]([CH2:14][CH3:15])[CH2:12][CH:11]([N:16]([CH2:34][C:35]2[CH:40]=[C:39]([C:41]([F:44])([F:43])[F:42])[CH:38]=[C:37]([C:45]([F:48])([F:47])[F:46])[CH:36]=2)[C:17]2[N:22]=[CH:21][C:20]([N:23]3[CH2:28][CH2:27][CH:26]([C:29]([O:31]CC)=[O:30])[CH2:25][CH2:24]3)=[CH:19][N:18]=2)[CH2:10][CH:9]1[CH2:49][C:50]1[CH:55]=[CH:54][CH:53]=[CH:52][CH:51]=1)=[O:7])([CH3:4])([CH3:3])[CH3:2].[OH-].[Na+].CCO, predict the reaction product. The product is: [C:1]([O:5][C:6]([N:8]1[CH:13]([CH2:14][CH3:15])[CH2:12][CH:11]([N:16]([CH2:34][C:35]2[CH:40]=[C:39]([C:41]([F:43])([F:42])[F:44])[CH:38]=[C:37]([C:45]([F:46])([F:47])[F:48])[CH:36]=2)[C:17]2[N:22]=[CH:21][C:20]([N:23]3[CH2:24][CH2:25][CH:26]([C:29]([OH:31])=[O:30])[CH2:27][CH2:28]3)=[CH:19][N:18]=2)[CH2:10][CH:9]1[CH2:49][C:50]1[CH:51]=[CH:52][CH:53]=[CH:54][CH:55]=1)=[O:7])([CH3:2])([CH3:3])[CH3:4]. (8) Given the reactants N1CCCCC1.[CH2:7]([O:11][C:12]1[CH:19]=[CH:18][C:15]([CH:16]=O)=[CH:14][C:13]=1[O:20][CH3:21])[C:8]#[C:9][CH3:10].C([CH2:25][C:26]([NH:28][C:29]1[CH:37]=[CH:36][CH:35]=[CH:34][C:30]=1[C:31]([OH:33])=[O:32])=[O:27])(O)=O.CC(O)=O, predict the reaction product. The product is: [CH2:7]([O:11][C:12]1[CH:19]=[CH:18][C:15](/[CH:16]=[CH:25]/[C:26]([NH:28][C:29]2[CH:37]=[CH:36][CH:35]=[CH:34][C:30]=2[C:31]([OH:33])=[O:32])=[O:27])=[CH:14][C:13]=1[O:20][CH3:21])[C:8]#[C:9][CH3:10].